From a dataset of Full USPTO retrosynthesis dataset with 1.9M reactions from patents (1976-2016). Predict the reactants needed to synthesize the given product. (1) Given the product [CH2:21]([NH:20][C:16]1[N:15]=[C:14]([C:13]2[C:12]([C:25]3[CH:26]=[CH:27][C:28]([F:31])=[CH:29][CH:30]=3)=[N:11][N:10]3[C:5]([NH:4][CH2:1][CH2:2][CH3:3])=[CH:6][CH:7]=[CH:8][C:9]=23)[CH:19]=[CH:18][N:17]=1)[CH2:22][CH2:23][CH3:24], predict the reactants needed to synthesize it. The reactants are: [CH2:1]([NH:4][C:5]1[N:10]2[N:11]=[C:12]([C:25]3[CH:30]=[CH:29][C:28]([F:31])=[CH:27][CH:26]=3)[C:13]([C:14]3[CH:19]=[CH:18][N:17]=[C:16]([NH:20][CH2:21][CH2:22][CH2:23][CH3:24])[N:15]=3)=[C:9]2[CH:8]=[CH:7][CH:6]=1)[CH:2]=[CH2:3].[H][H]. (2) Given the product [F:1][C:2]1[CH:51]=[C:50]([F:52])[CH:49]=[CH:48][C:3]=1[O:4][C:5]1[CH:10]=[CH:9][C:8]([CH2:11][S:12]([CH3:15])(=[O:13])=[O:14])=[CH:7][C:6]=1[C:16]1[C:24]2[CH:23]=[C:22]([C:25]3[CH:30]=[C:29]([CH2:31][S:32]([CH3:35])(=[O:33])=[O:34])[CH:28]=[CH:27][C:26]=3[O:36][C:37]3[CH:42]=[CH:41][C:40]([F:43])=[CH:39][C:38]=3[F:44])[NH:21][C:20](=[O:45])[C:19]=2[N:18]([CH3:47])[CH:17]=1, predict the reactants needed to synthesize it. The reactants are: [F:1][C:2]1[CH:51]=[C:50]([F:52])[CH:49]=[CH:48][C:3]=1[O:4][C:5]1[CH:10]=[CH:9][C:8]([CH2:11][S:12]([CH3:15])(=[O:14])=[O:13])=[CH:7][C:6]=1[C:16]1[C:24]2[C:19](=[C:20]([O:45]C)[N:21]=[C:22]([C:25]3[CH:30]=[C:29]([CH2:31][S:32]([CH3:35])(=[O:34])=[O:33])[CH:28]=[CH:27][C:26]=3[O:36][C:37]3[CH:42]=[CH:41][C:40]([F:43])=[CH:39][C:38]=3[F:44])[CH:23]=2)[N:18]([CH3:47])[CH:17]=1.Cl.O1CCOCC1. (3) Given the product [BrH:44].[NH2:11][CH:12]1[N:18]=[C:17]([C:19]2[CH:24]=[CH:23][CH:22]=[CH:21][C:20]=2[F:25])[C:16]2[CH:26]=[CH:27][CH:28]=[C:29]([CH3:30])[C:15]=2[N:14]([CH2:31][C:32]([C:34]2[CH:39]=[CH:38][CH:37]=[CH:36][C:35]=2[N+:40]([O-:42])=[O:41])=[O:33])[C:13]1=[O:43], predict the reactants needed to synthesize it. The reactants are: C(OC([NH:11][CH:12]1[N:18]=[C:17]([C:19]2[CH:24]=[CH:23][CH:22]=[CH:21][C:20]=2[F:25])[C:16]2[CH:26]=[CH:27][CH:28]=[C:29]([CH3:30])[C:15]=2[N:14]([CH2:31][C:32]([C:34]2[CH:39]=[CH:38][CH:37]=[CH:36][C:35]=2[N+:40]([O-:42])=[O:41])=[O:33])[C:13]1=[O:43])=O)C1C=CC=CC=1.[BrH:44].O. (4) Given the product [Br:1][C:2]1[CH:10]=[C:9]([OH:11])[CH:8]=[C:7]2[C:3]=1[CH2:4][NH:5][C:6]2=[O:13], predict the reactants needed to synthesize it. The reactants are: [Br:1][C:2]1[CH:10]=[C:9]([O:11]C)[CH:8]=[C:7]2[C:3]=1[CH2:4][NH:5][C:6]2=[O:13].B(Br)(Br)Br. (5) Given the product [F:1][C:2]1[CH:3]=[C:4]([C:10]2[CH:11]=[C:12]3[C:17](=[CH:18][CH:19]=2)[CH:16]=[C:15]([OH:20])[CH:14]=[CH:13]3)[CH:5]=[CH:6][C:7]=1[OH:8], predict the reactants needed to synthesize it. The reactants are: [F:1][C:2]1[CH:3]=[C:4]([C:10]2[CH:11]=[C:12]3[C:17](=[CH:18][CH:19]=2)[CH:16]=[C:15]([OH:20])[CH:14]=[CH:13]3)[CH:5]=[CH:6][C:7]=1[O:8]C.B(Br)(Br)Br. (6) Given the product [O:21]=[C:15]1[CH:14]([N:7]2[C:6](=[O:22])[C:5]3[C:9](=[CH:10][CH:11]=[CH:12][C:4]=3[CH2:3][NH:2][C:50](=[O:51])[CH2:49][C:45]3[S:44][CH:48]=[CH:47][CH:46]=3)[C:8]2=[O:13])[CH2:19][CH2:18][C:17](=[O:20])[NH:16]1, predict the reactants needed to synthesize it. The reactants are: Cl.[NH2:2][CH2:3][C:4]1[CH:12]=[CH:11][CH:10]=[C:9]2[C:5]=1[C:6](=[O:22])[N:7]([CH:14]1[CH2:19][CH2:18][C:17](=[O:20])[NH:16][C:15]1=[O:21])[C:8]2=[O:13].N12CCCN=C1CCCCC2.ON1C2C=CC=CC=2N=N1.[S:44]1[CH:48]=[CH:47][CH:46]=[C:45]1[CH2:49][C:50](O)=[O:51].Cl.CN(C)CCCN=C=NCC.